This data is from HIV replication inhibition screening data with 41,000+ compounds from the AIDS Antiviral Screen. The task is: Binary Classification. Given a drug SMILES string, predict its activity (active/inactive) in a high-throughput screening assay against a specified biological target. (1) The drug is COc1nc(NC2OC(COC(C)=O)C(OC(C)=O)C(OC(C)=O)C2OC(C)=O)c2c(n1)OCC2=O. The result is 0 (inactive). (2) The molecule is O=C1C(=Cc2ccc(Cl)cc2)CCCc2ccccc21. The result is 0 (inactive). (3) The molecule is Nc1cc(=O)n(-c2ccccc2)nc1Cl. The result is 0 (inactive). (4) The compound is COC(=O)C(Cc1ccccc1)NC(=O)N(CCCN(CCC#N)C(=O)NC(C(=O)OC)C(C)C)c1ccccc1. The result is 0 (inactive). (5) The result is 0 (inactive). The molecule is CC1=CC2c3c(O)cc(-c4cc5ccc(O)cc5o4)cc3OC3(c4ccc(O)c5c4OC(C)(C)C=C5)Oc4cc(O)ccc4C(C1)C23. (6) The molecule is N#Cc1cnn2ccn(C3OC(COC(=O)c4ccccc4)C(OC(=O)c4ccccc4)C3OC(=O)c3ccccc3)c12. The result is 0 (inactive).